This data is from Forward reaction prediction with 1.9M reactions from USPTO patents (1976-2016). The task is: Predict the product of the given reaction. Given the reactants [CH3:1][O:2][C:3]1[CH:12]=[C:11]2[C:6]([CH:7]=[C:8]([C:14]([NH:16][C:17]3[CH:18]=[C:19]([CH:23]=[CH:24][C:25]=3[CH3:26])[C:20]([OH:22])=O)=[O:15])[C:9](=[O:13])[NH:10]2)=[CH:5][N:4]=1.[C:27]([O:31][C:32](=[O:45])[NH:33][CH2:34][CH2:35][CH:36]([NH2:44])[C:37]1[CH:42]=[CH:41][CH:40]=[C:39]([Cl:43])[CH:38]=1)([CH3:30])([CH3:29])[CH3:28], predict the reaction product. The product is: [C:27]([O:31][C:32](=[O:45])[NH:33][CH2:34][CH2:35][CH:36]([C:37]1[CH:42]=[CH:41][CH:40]=[C:39]([Cl:43])[CH:38]=1)[NH:44][C:20](=[O:22])[C:19]1[CH:23]=[CH:24][C:25]([CH3:26])=[C:17]([NH:16][C:14]([C:8]2[C:9](=[O:13])[NH:10][C:11]3[C:6]([CH:7]=2)=[CH:5][N:4]=[C:3]([O:2][CH3:1])[CH:12]=3)=[O:15])[CH:18]=1)([CH3:30])([CH3:28])[CH3:29].